Dataset: Full USPTO retrosynthesis dataset with 1.9M reactions from patents (1976-2016). Task: Predict the reactants needed to synthesize the given product. (1) Given the product [ClH:40].[CH3:27][N:24]1[CH2:23][CH2:22][N:21]([C:19](=[O:20])[CH2:18][N:16]2[CH2:17][C:11]3[CH:10]=[C:9](/[CH:8]=[CH:7]/[C:6]([OH:31])=[O:5])[CH:30]=[N:29][C:12]=3[NH:13][C:14](=[O:28])[CH2:15]2)[CH2:26][CH2:25]1, predict the reactants needed to synthesize it. The reactants are: C([O:5][C:6](=[O:31])/[CH:7]=[CH:8]/[C:9]1[CH:30]=[N:29][C:12]2[NH:13][C:14](=[O:28])[CH2:15][N:16]([CH2:18][C:19]([N:21]3[CH2:26][CH2:25][N:24]([CH3:27])[CH2:23][CH2:22]3)=[O:20])[CH2:17][C:11]=2[CH:10]=1)(C)(C)C.C(O)(C(F)(F)F)=O.C(Cl)[Cl:40]. (2) Given the product [F:1][C:2]1[CH:3]=[C:4]([C:12]2[C:13]3[CH2:20][CH2:19][CH:18]([CH2:21][C:22]([N:24]4[CH2:27][CH2:28][O:29][CH2:30][CH2:25]4)=[O:23])[C:14]=3[CH:15]=[N:16][CH:17]=2)[CH:5]=[CH:6][C:7]=1[C:8]([F:11])([F:9])[F:10], predict the reactants needed to synthesize it. The reactants are: [F:1][C:2]1[CH:3]=[C:4]([C:12]2[C:13]3[CH2:20][CH2:19][CH:18]([CH2:21][C:22]([NH:24][CH3:25])=[O:23])[C:14]=3[CH:15]=[N:16][CH:17]=2)[CH:5]=[CH:6][C:7]=1[C:8]([F:11])([F:10])[F:9].N1C[CH2:30][O:29][CH2:28][CH2:27]1. (3) Given the product [CH3:18][C:19]1[C:27]([CH3:28])=[C:26]2[C:22]([CH:23]=[N:24][NH:25]2)=[CH:21][C:20]=1[OH:15], predict the reactants needed to synthesize it. The reactants are: [OH-].[Li+].CC1C(CC([O-])=[O:15])=CC(C)=C2C=1C=NN2.[CH3:18][C:19]1[C:27]([CH3:28])=[C:26]2[C:22]([CH:23]=[N:24][NH:25]2)=[CH:21][C:20]=1CC([O-])=O.[Cl-].[NH4+]. (4) Given the product [CH3:21][O:22][C:23](=[O:45])[CH:24]([O:43][CH3:44])[CH2:25][C:27]1[CH:32]=[CH:31][C:30]([OH:33])=[C:29]([O:41][CH3:42])[CH:28]=1, predict the reactants needed to synthesize it. The reactants are: FC(F)(F)C(OC(=O)C(F)(F)F)=O.C(N(CC)CC)C.[CH3:21][O:22][C:23](=[O:45])[CH:24]([O:43][CH3:44])[CH:25]([C:27]1[CH:32]=[CH:31][C:30]([O:33]CC2C=CC=CC=2)=[C:29]([O:41][CH3:42])[CH:28]=1)O. (5) Given the product [F:1][C:2]1[C:9]([O:10][CH3:11])=[CH:8][CH:7]=[CH:6][C:3]=1[CH:4]=[C:20]1[C:19]2[CH:18]=[CH:17][CH:16]=[CH:15][C:14]=2[CH2:13][CH2:12][C:26]2[CH:25]=[CH:24][CH:23]=[CH:22][C:21]1=2, predict the reactants needed to synthesize it. The reactants are: [F:1][C:2]1[C:9]([O:10][CH3:11])=[CH:8][CH:7]=[CH:6][C:3]=1[CH:4]=O.[CH2:12]1[C:26]2[C:21](=[CH:22][CH:23]=[CH:24][CH:25]=2)[CH2:20][C:19]2[C:14](=[CH:15][CH:16]=[CH:17][CH:18]=2)[CH2:13]1.